Dataset: Reaction yield outcomes from USPTO patents with 853,638 reactions. Task: Predict the reaction yield, written as a fraction of the theoretical maximum amount of product (1.0 means a 100% yield; for example, 0.34 means a 34% yield). (1) The yield is 0.890. The product is [ClH:1].[ClH:38].[Cl:1][C:2]1[CH:3]=[C:4](/[CH:26]=[CH:27]/[C:28]([NH:30][OH:31])=[O:29])[CH:5]=[N:6][C:7]=1[NH:8][C@@H:9]1[CH2:13][CH2:12][N:11]([C:14]([C@H:16]2[CH2:17][CH2:18][C@H:19]([CH2:22][N:23]([CH3:25])[CH3:24])[CH2:20][CH2:21]2)=[O:15])[CH2:10]1. The catalyst is CCOC(C)=O. The reactants are [Cl:1][C:2]1[CH:3]=[C:4](/[CH:26]=[CH:27]/[C:28]([NH:30][O:31]C2CCCCO2)=[O:29])[CH:5]=[N:6][C:7]=1[NH:8][C@@H:9]1[CH2:13][CH2:12][N:11]([C:14]([C@H:16]2[CH2:21][CH2:20][C@H:19]([CH2:22][N:23]([CH3:25])[CH3:24])[CH2:18][CH2:17]2)=[O:15])[CH2:10]1.[ClH:38].C(O)C. (2) The reactants are C(OC(N=NC(OC(C)C)=O)=O)(C)C.[Br:15][C:16]1[CH:21]=[CH:20][C:19]([CH:22]([OH:26])[CH:23]([CH3:25])[CH3:24])=[CH:18][CH:17]=1.[C:27]1(O)[CH:32]=[CH:31][CH:30]=[CH:29][CH:28]=1.C1(P(C2C=CC=CC=2)C2C=CC=CC=2)C=CC=CC=1. The catalyst is O1CCCC1. The product is [Br:15][C:16]1[CH:17]=[CH:18][C:19]([CH:22]([O:26][C:27]2[CH:32]=[CH:31][CH:30]=[CH:29][CH:28]=2)[CH:23]([CH3:24])[CH3:25])=[CH:20][CH:21]=1. The yield is 0.440.